Dataset: Reaction yield outcomes from USPTO patents with 853,638 reactions. Task: Predict the reaction yield, written as a fraction of the theoretical maximum amount of product (1.0 means a 100% yield; for example, 0.34 means a 34% yield). (1) The reactants are [C:1]1([CH2:7][C:8]([C@H:10]2[CH2:14][CH2:13][CH2:12][O:11]2)=O)[CH:6]=[CH:5][CH:4]=[CH:3][CH:2]=1.[CH2:15]([O:17][C:18]1[CH:19]=[C:20]([CH:23]=[C:24]([N+:27]([O-:29])=[O:28])[C:25]=1[OH:26])[CH:21]=O)[CH3:16].[NH2:30][C:31]([NH2:33])=[O:32]. The catalyst is C(O)C.Cl. The product is [CH2:15]([O:17][C:18]1[CH:19]=[C:20]([CH:21]2[C:7]([C:1]3[CH:6]=[CH:5][CH:4]=[CH:3][CH:2]=3)=[C:8]([C@H:10]3[CH2:14][CH2:13][CH2:12][O:11]3)[NH:33][C:31](=[O:32])[NH:30]2)[CH:23]=[C:24]([N+:27]([O-:29])=[O:28])[C:25]=1[OH:26])[CH3:16]. The yield is 0.0500. (2) The reactants are [H-].[Al+3].[Li+].[H-].[H-].[H-].[CH2:7]([C:9]1[N:10]=[CH:11][S:12][C:13]=1[C:14](OCC)=[O:15])[CH3:8]. The catalyst is C1COCC1. The product is [CH2:7]([C:9]1[N:10]=[CH:11][S:12][C:13]=1[CH2:14][OH:15])[CH3:8]. The yield is 0.790. (3) The reactants are [Br:1][C:2]1[C:7]([OH:8])=[CH:6][CH:5]=[CH:4][N:3]=1.[H-].[Na+].Br[CH2:12][CH:13]1[CH2:15][CH2:14]1. The catalyst is CN(C)C=O. The product is [Br:1][C:2]1[C:7]([O:8][CH2:12][CH:13]2[CH2:15][CH2:14]2)=[CH:6][CH:5]=[CH:4][N:3]=1. The yield is 0.230. (4) The reactants are [F:1][C:2]([F:9])([F:8])[C:3](OCC)=O.[NH2:10][CH2:11][CH:12]([OH:15])[CH2:13][NH2:14]. No catalyst specified. The product is [F:9][C:2]([F:1])([F:8])[C:3]1[NH:10][CH2:11][CH:12]([OH:15])[CH2:13][N:14]=1. The yield is 0.632. (5) The reactants are [CH3:1][C:2]1[N:10]([C:11]([C:13]2[CH:14]=[CH:15][C:16]([Cl:19])=[CH:17][CH:18]=2)=[O:12])[C:9]2[CH:8]=[CH:7][C:6]([O:20][CH3:21])=[CH:5][C:4]=2[C:3]=1[CH2:22][C:23]([OH:25])=[O:24].C([O-])(O)=O.[Na+].[C:31]([O:35][C:36](=[O:39])[CH2:37]Br)([CH3:34])([CH3:33])[CH3:32]. The catalyst is CN(C=O)C. The product is [Cl:19][C:16]1[CH:15]=[CH:14][C:13]([C:11]([N:10]2[C:9]3[C:4](=[CH:5][C:6]([O:20][CH3:21])=[CH:7][CH:8]=3)[C:3]([CH2:22][C:23]([O:25][CH2:37][C:36]([O:35][C:31]([CH3:34])([CH3:33])[CH3:32])=[O:39])=[O:24])=[C:2]2[CH3:1])=[O:12])=[CH:18][CH:17]=1. The yield is 0.880.